From a dataset of Catalyst prediction with 721,799 reactions and 888 catalyst types from USPTO. Predict which catalyst facilitates the given reaction. (1) Reactant: [F:1][C:2]1[CH:7]=[CH:6][C:5]([N:8]2[C:11](=[O:12])[C@H:10]([S:13][CH2:14][C:15]([C:17]3[CH:22]=[CH:21][C:20]([F:23])=[CH:19][CH:18]=3)=[O:16])[C@H:9]2[C:24]2[CH:41]=[CH:40][C:27]([O:28][CH2:29][C:30]([NH:32][C@@H:33]([C:37]([OH:39])=O)[CH:34]([CH3:36])[CH3:35])=[O:31])=[CH:26][CH:25]=2)=[CH:4][CH:3]=1.Cl.C(OC([NH:50][CH2:51][CH2:52][CH2:53][CH2:54][C@H:55]([C:57]([O:59]C(C)(C)C)=[O:58])[NH2:56])=O)(C)(C)C.CN1CCOCC1.CN(C(ON1N=NC2C=CC=CC1=2)=[N+](C)C)C.[B-](F)(F)(F)F.Cl.C(OC(NCCCC[C@H](C(O)=O)N)=O)(C)(C)C.OS([O-])(=O)=O.[K+].[BH4-].[Na+]. Product: [F:1][C:2]1[CH:3]=[CH:4][C:5]([N:8]2[C:11](=[O:12])[C@H:10]([S:13][CH2:14][CH:15]([C:17]3[CH:22]=[CH:21][C:20]([F:23])=[CH:19][CH:18]=3)[OH:16])[C@H:9]2[C:24]2[CH:25]=[CH:26][C:27]([O:28][CH2:29][C:30]([NH:32][C@@H:33]([C:37]([NH:56][C@@H:55]([C:57]([OH:59])=[O:58])[CH2:54][CH2:53][CH2:52][CH2:51][NH2:50])=[O:39])[CH:34]([CH3:36])[CH3:35])=[O:31])=[CH:40][CH:41]=2)=[CH:6][CH:7]=1. The catalyst class is: 2. (2) Reactant: C([O-])(O)=O.[Na+].[CH3:6][N:7]([CH3:22])[C:8]1[CH:17]=[CH:16][CH:15]=[C:14]2[C:9]=1[CH:10]=[CH:11][CH:12]=[C:13]2[S:18](Cl)(=[O:20])=[O:19].[NH2:23][CH2:24][CH2:25][CH2:26][C:27]([OH:29])=[O:28].C(N(CC)CC)C. Product: [CH3:6][N:7]([CH3:22])[C:8]1[CH:17]=[CH:16][CH:15]=[C:14]2[C:9]=1[CH:10]=[CH:11][CH:12]=[C:13]2[S:18]([NH:23][CH2:24][CH2:25][CH2:26][C:27]([OH:29])=[O:28])(=[O:20])=[O:19]. The catalyst class is: 95. (3) Reactant: Br[C:2]1[S:10][C:9]2[C:4](=[N:5][CH:6]=[CH:7][C:8]=2[O:11][C:12]2[CH:17]=[CH:16][C:15]([N+:18]([O-:20])=[O:19])=[CH:14][C:13]=2[F:21])[CH:3]=1.[CH3:22][N:23]([CH3:43])[CH2:24][CH2:25][CH2:26][O:27][C:28]1[CH:33]=[CH:32][C:31](B2OC(C)(C)C(C)(C)O2)=[CH:30][N:29]=1.[F-].[Cs+].C(=O)(O)[O-].[Na+]. Product: [F:21][C:13]1[CH:14]=[C:15]([N+:18]([O-:20])=[O:19])[CH:16]=[CH:17][C:12]=1[O:11][C:8]1[CH:7]=[CH:6][N:5]=[C:4]2[CH:3]=[C:2]([C:31]3[CH:32]=[CH:33][C:28]([O:27][CH2:26][CH2:25][CH2:24][N:23]([CH3:22])[CH3:43])=[N:29][CH:30]=3)[S:10][C:9]=12. The catalyst class is: 108. (4) Product: [I:1][C:2]1[N:3]=[CH:4][N:5]([C:20]([C:14]2[CH:19]=[CH:18][CH:17]=[CH:16][CH:15]=2)([C:27]2[CH:28]=[CH:29][CH:30]=[CH:31][CH:32]=2)[C:21]2[CH:22]=[CH:23][CH:24]=[CH:25][CH:26]=2)[CH:6]=1. Reactant: [I:1][C:2]1[N:3]=[CH:4][NH:5][CH:6]=1.C(N(CC)CC)C.[C:14]1([C:20](Cl)([C:27]2[CH:32]=[CH:31][CH:30]=[CH:29][CH:28]=2)[C:21]2[CH:26]=[CH:25][CH:24]=[CH:23][CH:22]=2)[CH:19]=[CH:18][CH:17]=[CH:16][CH:15]=1.C(OCC)C. The catalyst class is: 3. (5) Reactant: [C:1]1([CH2:7][O:8][C:9]2[CH:17]=[CH:16][C:15]([C:18]([F:21])([F:20])[F:19])=[CH:14][C:10]=2[C:11]([OH:13])=O)[CH:6]=[CH:5][CH:4]=[CH:3][CH:2]=1.[CH3:22][Li].Cl. Product: [C:1]1([CH2:7][O:8][C:9]2[CH:17]=[CH:16][C:15]([C:18]([F:21])([F:20])[F:19])=[CH:14][C:10]=2[C:11](=[O:13])[CH3:22])[CH:2]=[CH:3][CH:4]=[CH:5][CH:6]=1. The catalyst class is: 27. (6) Reactant: [C:1]([NH:4][CH2:5][CH2:6][C:7]1[CH:8]=[CH:9][CH:10]=[C:11]2[C:16]=1[CH:15]=[C:14]([S:17](Cl)(=[O:19])=[O:18])[CH:13]=[CH:12]2)(=[O:3])[CH3:2].C([N:23](CC)CC)C.[OH-].[NH4+]. Product: [NH2:23][S:17]([C:14]1[CH:15]=[C:16]2[C:11]([CH:10]=[CH:9][CH:8]=[C:7]2[CH2:6][CH2:5][NH:4][C:1](=[O:3])[CH3:2])=[CH:12][CH:13]=1)(=[O:19])=[O:18]. The catalyst class is: 2. (7) Reactant: [O:1]([CH2:8][CH:9]=[O:10])[C:2]1[CH:7]=[CH:6][CH:5]=[CH:4][CH:3]=1.S([O-])([O-])(=O)=O.[Mg+2].C(N1CCN2CCN(C(C)C)P1N(C(C)C)CC2)(C)C.[N+:37]([CH2:40][CH3:41])([O-:39])=[O:38]. Product: [N+:37]([CH:40]([CH3:41])[CH:9]([OH:10])[CH2:8][O:1][C:2]1[CH:7]=[CH:6][CH:5]=[CH:4][CH:3]=1)([O-:39])=[O:38]. The catalyst class is: 463. (8) Reactant: [CH2:1]([O:8][C:9]([CH2:11]P(=O)(OC)OC)=[O:10])[C:2]1[CH:7]=[CH:6][CH:5]=[CH:4][CH:3]=1.[H-].[Na+].[CH:20]([C:22]1[CH:23]=[C:24]([CH:32]=[CH:33][CH:34]=1)[C:25]([O:27][C:28]([CH3:31])([CH3:30])[CH3:29])=[O:26])=O.O. Product: [CH2:1]([O:8][C:9](=[O:10])/[CH:11]=[CH:20]/[C:22]1[CH:23]=[C:24]([CH:32]=[CH:33][CH:34]=1)[C:25]([O:27][C:28]([CH3:31])([CH3:29])[CH3:30])=[O:26])[C:2]1[CH:3]=[CH:4][CH:5]=[CH:6][CH:7]=1. The catalyst class is: 54.